From a dataset of Forward reaction prediction with 1.9M reactions from USPTO patents (1976-2016). Predict the product of the given reaction. The product is: [F:1][C:2]1[CH:28]=[C:27]([F:29])[CH:26]=[CH:25][C:3]=1[O:4][C:5]1[CH:10]=[CH:9][C:8]([S:11]([CH2:14][CH3:15])(=[O:12])=[O:13])=[CH:7][C:6]=1[C:38]1[C:43]2[N:44]=[CH:45][N:46]=[CH:47][C:42]=2[C:41](=[O:54])[N:40]([CH3:55])[CH:39]=1. Given the reactants [F:1][C:2]1[CH:28]=[C:27]([F:29])[CH:26]=[CH:25][C:3]=1[O:4][C:5]1[CH:10]=[CH:9][C:8]([S:11]([CH2:14][CH3:15])(=[O:13])=[O:12])=[CH:7][C:6]=1B1OC(C)(C)C(C)(C)O1.C(C1C=C([C:38]2[C:43]3[N:44]=[C:45](C4C=NN(C)C=4)[N:46]=[CH:47][C:42]=3[C:41](=[O:54])[N:40]([CH3:55])[CH:39]=2)C(OCCC)C(=S(=O)=O)C=1)C.BrC1C2N=CN=CC=2C(=O)N(C)C=1.BrC1C2N=C(C3C=NN(C)C=3)N=CC=2C(=O)N(C)C=1, predict the reaction product.